This data is from Catalyst prediction with 721,799 reactions and 888 catalyst types from USPTO. The task is: Predict which catalyst facilitates the given reaction. (1) Reactant: [F:1][C:2]([F:31])([F:30])[C@H:3]1[CH2:8][CH2:7][C@H:6]([NH:9][C:10](=[O:29])[C:11]2[CH:16]=[C:15]([N+:17]([O-])=O)[C:14]([NH:20][CH3:21])=[CH:13][C:12]=2[NH:22][CH:23]2[CH2:26][C:25]([F:28])([F:27])[CH2:24]2)[CH2:5][CH2:4]1. The catalyst class is: 43. Product: [F:1][C:2]([F:30])([F:31])[C@H:3]1[CH2:8][CH2:7][C@H:6]([NH:9][C:10](=[O:29])[C:11]2[CH:16]=[C:15]([NH2:17])[C:14]([NH:20][CH3:21])=[CH:13][C:12]=2[NH:22][CH:23]2[CH2:24][C:25]([F:27])([F:28])[CH2:26]2)[CH2:5][CH2:4]1. (2) Reactant: [C:1]([O:5][C:6](=[O:27])[N:7]([C:19]1[CH:24]=[CH:23][C:22]([CH:25]=[O:26])=[CH:21][N:20]=1)[CH2:8][C:9]1[CH:14]=[CH:13][C:12]([C:15]([F:18])([F:17])[F:16])=[CH:11][CH:10]=1)([CH3:4])([CH3:3])[CH3:2].[CH:28]([Si:31]([CH:45]([CH3:47])[CH3:46])([CH:42]([CH3:44])[CH3:43])[O:32][C:33]1[CH:34]=[C:35]2[CH:41]=[CH:40][NH:39][C:36]2=[N:37][CH:38]=1)([CH3:30])[CH3:29].[OH-].[K+].O. Product: [C:1]([O:5][C:6](=[O:27])[N:7]([C:19]1[CH:24]=[CH:23][C:22]([CH:25]([OH:26])[C:41]2[C:35]3[C:36](=[N:37][CH:38]=[C:33]([O:32][Si:31]([CH:42]([CH3:44])[CH3:43])([CH:45]([CH3:47])[CH3:46])[CH:28]([CH3:29])[CH3:30])[CH:34]=3)[NH:39][CH:40]=2)=[CH:21][N:20]=1)[CH2:8][C:9]1[CH:10]=[CH:11][C:12]([C:15]([F:16])([F:17])[F:18])=[CH:13][CH:14]=1)([CH3:4])([CH3:2])[CH3:3]. The catalyst class is: 5.